This data is from Full USPTO retrosynthesis dataset with 1.9M reactions from patents (1976-2016). The task is: Predict the reactants needed to synthesize the given product. (1) Given the product [NH2:26][C:23]1[CH:24]=[CH:25][C:20]([C:17]2[CH:16]=[CH:15][C:14]([S:11]([N:2]([CH3:1])[C@@H:3]([C:7]([O:9][CH3:10])=[O:8])[CH:4]([CH3:6])[CH3:5])(=[O:13])=[O:12])=[CH:19][CH:18]=2)=[CH:21][CH:22]=1, predict the reactants needed to synthesize it. The reactants are: [CH3:1][N:2]([S:11]([C:14]1[CH:19]=[CH:18][C:17]([C:20]2[CH:25]=[CH:24][C:23]([N+:26]([O-])=O)=[CH:22][CH:21]=2)=[CH:16][CH:15]=1)(=[O:13])=[O:12])[C@@H:3]([C:7]([O:9][CH3:10])=[O:8])[CH:4]([CH3:6])[CH3:5].O.O.[Sn](Cl)Cl.C(=O)([O-])[O-].[Na+].[Na+]. (2) Given the product [Br:9][C:5]1[CH:6]=[C:7]([O:8][CH2:11][CH:12]2[CH2:14][CH2:13]2)[C:2]([NH2:1])=[N:3][CH:4]=1, predict the reactants needed to synthesize it. The reactants are: [NH2:1][C:2]1[C:7]([OH:8])=[CH:6][C:5]([Br:9])=[CH:4][N:3]=1.Br[CH2:11][CH:12]1[CH2:14][CH2:13]1.[OH-].[Na+].